The task is: Predict the product of the given reaction.. This data is from Forward reaction prediction with 1.9M reactions from USPTO patents (1976-2016). (1) Given the reactants [F:1][C:2]([F:12])([F:11])[C:3]1[CH:4]=[C:5]([CH:8]=[CH:9][CH:10]=1)[C:6]#[N:7].NC1SC(CC2C=CC=CC=2)=CC=1C#N.[NH2:28][C:29]1[S:30][C:31]([CH:36]([C:38]2[CH:43]=[CH:42][CH:41]=[CH:40][CH:39]=2)C)=[CH:32][C:33]=1[C:34]#[N:35], predict the reaction product. The product is: [CH2:36]([C:31]1[S:30][C:29]2[N:28]=[C:6]([C:5]3[CH:8]=[CH:9][CH:10]=[C:3]([C:2]([F:1])([F:11])[F:12])[CH:4]=3)[N:7]=[C:34]([NH2:35])[C:33]=2[CH:32]=1)[C:38]1[CH:39]=[CH:40][CH:41]=[CH:42][CH:43]=1. (2) Given the reactants [Cl:1][C:2]1[CH:26]=[N:25][C:5]2=[N:6][C:7]([N:12]3[CH2:15][CH:14]([N:16]([CH3:24])[C:17](=[O:23])[O:18][C:19]([CH3:22])([CH3:21])[CH3:20])[CH2:13]3)=[C:8]([NH:10][NH2:11])[N:9]=[C:4]2[CH:3]=1.[CH:27](OC)(OC)OC, predict the reaction product. The product is: [Cl:1][C:2]1[CH:26]=[N:25][C:5]2[N:6]=[C:7]([N:12]3[CH2:15][CH:14]([N:16]([CH3:24])[C:17](=[O:23])[O:18][C:19]([CH3:20])([CH3:21])[CH3:22])[CH2:13]3)[C:8]3[N:9]([CH:27]=[N:11][N:10]=3)[C:4]=2[CH:3]=1. (3) Given the reactants [Br:1][C:2]1[CH:3]=[C:4]([NH2:9])[C:5]([NH2:8])=[CH:6][CH:7]=1.O=[C:11]([CH2:16][CH2:17][C:18](OC)=[O:19])[C:12]([O:14][CH3:15])=[O:13], predict the reaction product. The product is: [Br:1][C:2]1[CH:3]=[C:4]2[C:5]([NH:8][C:18](=[O:19])[C:17]([CH2:16][CH2:11][C:12]([O:14][CH3:15])=[O:13])=[N:9]2)=[CH:6][CH:7]=1.